This data is from Forward reaction prediction with 1.9M reactions from USPTO patents (1976-2016). The task is: Predict the product of the given reaction. (1) The product is: [F:19][C:20]1[CH:21]=[C:22]([C:23]2[N:25]=[C:16]([C:10]3[O:9][N:8]=[C:7]([C:1]4[CH:6]=[CH:5][CH:4]=[CH:3][CH:2]=4)[C:11]=3[C:12]([F:15])([F:14])[F:13])[O:17][N:24]=2)[CH:27]=[CH:28][C:29]=1[CH2:30][OH:31]. Given the reactants [C:1]1([C:7]2[C:11]([C:12]([F:15])([F:14])[F:13])=[C:10]([C:16](F)=[O:17])[O:9][N:8]=2)[CH:6]=[CH:5][CH:4]=[CH:3][CH:2]=1.[F:19][C:20]1[CH:21]=[C:22]([CH:27]=[CH:28][C:29]=1[CH2:30][OH:31])[C:23](=[N:25]O)[NH2:24].CCN(C(C)C)C(C)C, predict the reaction product. (2) Given the reactants [OH:1][CH2:2][C@@H:3]([NH:15][C:16](=[O:22])[O:17][C:18]([CH3:21])([CH3:20])[CH3:19])[CH2:4][C:5]1[CH:10]=[CH:9][CH:8]=[C:7]([C:11]([F:14])([F:13])[F:12])[CH:6]=1.C(=O)(O)[O-].[Na+].CC(OI1(OC(C)=O)(OC(C)=O)OC(=O)C2C=CC=CC1=2)=O, predict the reaction product. The product is: [O:1]=[CH:2][CH:3]([NH:15][C:16](=[O:22])[O:17][C:18]([CH3:20])([CH3:19])[CH3:21])[CH2:4][C:5]1[CH:10]=[CH:9][CH:8]=[C:7]([C:11]([F:14])([F:13])[F:12])[CH:6]=1. (3) The product is: [CH:6]1([NH:12][C:13]2[CH:22]=[C:21]3[C:16]([C:17](=[O:50])[N:18]([CH2:29][C:30]([N:32]([CH2:33][C:34]([OH:36])=[O:35])[CH2:39][C:40]([O:42][CH2:43][CH3:44])=[O:41])=[O:31])[C:19](=[O:28])[N:20]3[CH:23]3[CH2:27][CH2:26][CH2:25][CH2:24]3)=[CH:15][C:14]=2[F:51])[CH2:7][CH2:8][CH2:9][CH2:10][CH2:11]1. Given the reactants C1COCC1.[CH:6]1([NH:12][C:13]2[CH:22]=[C:21]3[C:16]([C:17](=[O:50])[N:18]([CH2:29][C:30]([N:32]([CH2:39][C:40]([O:42][CH2:43][C:44]4C=CC=CC=4)=[O:41])[CH2:33][C:34]([O:36]CC)=[O:35])=[O:31])[C:19](=[O:28])[N:20]3[CH:23]3[CH2:27][CH2:26][CH2:25][CH2:24]3)=[CH:15][C:14]=2[F:51])[CH2:11][CH2:10][CH2:9][CH2:8][CH2:7]1, predict the reaction product. (4) Given the reactants CN(C)[CH:3]=[O:4].P(Cl)(Cl)(Cl)=O.[N:11]1([CH2:17][CH2:18][CH2:19][C:20]2[C:28]3[CH2:27][CH2:26][CH2:25][CH2:24][C:23]=3[NH:22][CH:21]=2)[CH2:16][CH2:15][O:14][CH2:13][CH2:12]1.[OH-].[Na+], predict the reaction product. The product is: [N:11]1([CH2:17][CH2:18][CH2:19][C:20]2[C:28]3[CH2:27][CH2:26][CH2:25][CH2:24][C:23]=3[NH:22][C:21]=2[CH:3]=[O:4])[CH2:16][CH2:15][O:14][CH2:13][CH2:12]1. (5) Given the reactants [CH3:1][N:2]1[C:11]2[C:6](=[CH:7][C:8](B3OC(C)(C)C(C)(C)O3)=[CH:9][CH:10]=2)[CH2:5][CH2:4][C:3]1=[O:21].Br[C:23]1[CH:24]=[N:25][CH:26]=[C:27]([N:29]2[CH2:33][CH2:32][CH2:31][C@H:30]2[CH2:34][O:35][CH3:36])[CH:28]=1, predict the reaction product. The product is: [CH3:36][O:35][CH2:34][C@@H:30]1[CH2:31][CH2:32][CH2:33][N:29]1[C:27]1[CH:28]=[C:23]([C:8]2[CH:7]=[C:6]3[C:11](=[CH:10][CH:9]=2)[N:2]([CH3:1])[C:3](=[O:21])[CH2:4][CH2:5]3)[CH:24]=[N:25][CH:26]=1. (6) Given the reactants [OH:1][C@H:2]1[CH2:7][CH2:6][C@H:5]([N:8]2[C:13](=[O:14])[C:12]([CH2:15][C:16]3[CH:21]=[CH:20][C:19]([C:22]4[C:23]([C:28]#[N:29])=[CH:24][CH:25]=[CH:26][CH:27]=4)=[CH:18][CH:17]=3)=[C:11]([CH2:30][CH2:31][CH3:32])[N:10]3[N:33]=[CH:34][CH:35]=[C:9]23)[CH2:4][CH2:3]1.[N+](=[CH:38][C:39]([O:41][CH2:42][CH3:43])=[O:40])=[N-].C(OCC)(=O)C.O, predict the reaction product. The product is: [C:28]([C:23]1[CH:24]=[CH:25][CH:26]=[CH:27][C:22]=1[C:19]1[CH:20]=[CH:21][C:16]([CH2:15][C:12]2[C:13](=[O:14])[N:8]([C@H:5]3[CH2:4][CH2:3][C@H:2]([O:1][CH2:38][C:39]([O:41][CH2:42][CH3:43])=[O:40])[CH2:7][CH2:6]3)[C:9]3[N:10]([N:33]=[CH:34][CH:35]=3)[C:11]=2[CH2:30][CH2:31][CH3:32])=[CH:17][CH:18]=1)#[N:29]. (7) The product is: [N:16]1[CH:17]=[CH:18][N:19]=[CH:20][C:15]=1[C:2]1[C:3]([NH2:4])=[CH:24][NH:22][N:29]=1. Given the reactants O=[C:2]([C:15]1[CH:20]=[N:19][CH:18]=[CH:17][N:16]=1)[CH2:3][N:4]1C(=O)C2C(=CC=CC=2)C1=O.C[N:22]([CH:24]=O)C.CC([N:29](C)C)=O.O.NN, predict the reaction product.